This data is from Forward reaction prediction with 1.9M reactions from USPTO patents (1976-2016). The task is: Predict the product of the given reaction. (1) Given the reactants [CH:1]1([C:6]2[CH:11]=[CH:10][C:9]([OH:12])=[CH:8][CH:7]=2)[CH2:5][CH2:4][CH2:3][CH2:2]1.C(NCC(C)C)C(C)C.S(Cl)([Cl:25])(=O)=O, predict the reaction product. The product is: [Cl:25][C:10]1[CH:11]=[C:6]([CH:1]2[CH2:2][CH2:3][CH2:4][CH2:5]2)[CH:7]=[CH:8][C:9]=1[OH:12]. (2) Given the reactants [CH3:1][O:2][C:3]1[CH:8]=[C:7]([C:9]#[N:10])[CH:6]=[CH:5][C:4]=1[OH:11].C([O-])([O-])=O.[K+].[K+].[CH2:18](Br)[CH2:19][CH2:20][CH3:21], predict the reaction product. The product is: [CH3:1][O:2][C:3]1[CH:8]=[C:7]([CH:6]=[CH:5][C:4]=1[O:11][CH2:18][CH2:19][CH2:20][CH3:21])[C:9]#[N:10].